From a dataset of NCI-60 drug combinations with 297,098 pairs across 59 cell lines. Regression. Given two drug SMILES strings and cell line genomic features, predict the synergy score measuring deviation from expected non-interaction effect. (1) Drug 1: C1CN1P(=S)(N2CC2)N3CC3. Drug 2: C1=CC=C(C=C1)NC(=O)CCCCCCC(=O)NO. Cell line: UO-31. Synergy scores: CSS=16.6, Synergy_ZIP=-5.44, Synergy_Bliss=2.13, Synergy_Loewe=0.0322, Synergy_HSA=3.68. (2) Drug 1: CC1C(C(CC(O1)OC2CC(CC3=C2C(=C4C(=C3O)C(=O)C5=C(C4=O)C(=CC=C5)OC)O)(C(=O)C)O)N)O.Cl. Drug 2: CC(C)(C#N)C1=CC(=CC(=C1)CN2C=NC=N2)C(C)(C)C#N. Cell line: MALME-3M. Synergy scores: CSS=16.6, Synergy_ZIP=-4.76, Synergy_Bliss=-1.24, Synergy_Loewe=-12.8, Synergy_HSA=-3.83. (3) Drug 1: C1CCC(C1)C(CC#N)N2C=C(C=N2)C3=C4C=CNC4=NC=N3. Drug 2: CCCS(=O)(=O)NC1=C(C(=C(C=C1)F)C(=O)C2=CNC3=C2C=C(C=N3)C4=CC=C(C=C4)Cl)F. Cell line: CAKI-1. Synergy scores: CSS=18.3, Synergy_ZIP=-7.68, Synergy_Bliss=-4.47, Synergy_Loewe=1.21, Synergy_HSA=-0.426.